This data is from Full USPTO retrosynthesis dataset with 1.9M reactions from patents (1976-2016). The task is: Predict the reactants needed to synthesize the given product. (1) Given the product [Cl:1][C:2]1[C:5](=[O:6])[C:4]([CH3:7])([CH3:11])[C:3]=1[NH:12][C@@H:13]([CH2:19][C:20]1[CH:21]=[CH:22][C:23]([NH:26][C:27](=[O:36])[C:28]2[C:29]([Cl:35])=[CH:30][N:31]=[CH:32][C:33]=2[Cl:34])=[CH:24][CH:25]=1)[C:14]([O:16][CH2:17][CH3:18])=[O:15], predict the reactants needed to synthesize it. The reactants are: [Cl:1][C:2]1[C:5](=[O:6])[C:4]2([CH2:11]CCC[CH2:7]2)[C:3]=1[NH:12][C@@H:13]([CH2:19][C:20]1[CH:25]=[CH:24][C:23]([NH:26][C:27](=[O:36])[C:28]2[C:33]([Cl:34])=[CH:32][N:31]=[CH:30][C:29]=2[Cl:35])=[CH:22][CH:21]=1)[C:14]([O:16][CH2:17][CH3:18])=[O:15].ClN1C(=O)CCC1=O. (2) Given the product [NH2:10]/[C:3](/[C:2]([CH3:9])([CH3:8])[CH3:1])=[CH:4]\[C:5]#[N:6], predict the reactants needed to synthesize it. The reactants are: [CH3:1][C:2]([CH3:9])([CH3:8])[C:3](=O)[CH2:4][C:5]#[N:6].[N+:10]([O-])([O-])=O.[NH4+].N. (3) Given the product [C:1]([O:5][C:6]([N:8]1[CH2:12][C@@H:11]([C:26]#[N:27])[CH2:10][C@H:9]1[C:18]([N:20]1[CH2:24][CH2:23][S:22][CH2:21]1)=[O:19])=[O:7])([CH3:4])([CH3:3])[CH3:2], predict the reactants needed to synthesize it. The reactants are: [C:1]([O:5][C:6]([N:8]1[CH2:12][C@H:11](OS(C)(=O)=O)[CH2:10][C@H:9]1[C:18]([N:20]1[CH2:24][CH2:23][S:22][CH2:21]1)=[O:19])=[O:7])([CH3:4])([CH3:3])[CH3:2].O.[CH3:26][N:27](C=O)C. (4) Given the product [O:14]=[C:12]1[O:17][CH2:16][C@@H:9]([NH:8][C:6](=[O:7])[O:5][C:1]([CH3:2])([CH3:3])[CH3:4])[CH2:10][CH2:11]1, predict the reactants needed to synthesize it. The reactants are: [C:1]([O:5][C:6]([NH:8][C@H:9]([CH2:16][OH:17])[CH2:10][CH2:11][C:12]([O:14]C)=O)=[O:7])([CH3:4])([CH3:3])[CH3:2]. (5) Given the product [CH2:11]([C:4]([CH2:1][C:2]#[CH:3])([C:8]([O-:10])=[O:9])[C:5]([O-:7])=[O:6])[C:12]#[CH:13].[Ag+2:24], predict the reactants needed to synthesize it. The reactants are: [CH2:1]([C:4]([CH2:11][C:12]#[CH:13])([C:8]([OH:10])=[O:9])[C:5]([OH:7])=[O:6])[C:2]#[CH:3].[OH-].[Na+].[N+]([O-])(O)=O.[N+]([O-])([O-])=O.[Ag+:24].